Dataset: Full USPTO retrosynthesis dataset with 1.9M reactions from patents (1976-2016). Task: Predict the reactants needed to synthesize the given product. Given the product [F:13][C:14]1[CH:20]=[CH:19][C:17]([NH:18][C:22]2[CH:30]=[C:29]([F:31])[C:28]([F:32])=[CH:27][C:23]=2[C:24]([OH:26])=[O:25])=[CH:16][CH:15]=1, predict the reactants needed to synthesize it. The reactants are: [Li]CCCC.C(NC(C)C)(C)C.[F:13][C:14]1[CH:20]=[CH:19][C:17]([NH2:18])=[CH:16][CH:15]=1.F[C:22]1[CH:30]=[C:29]([F:31])[C:28]([F:32])=[CH:27][C:23]=1[C:24]([OH:26])=[O:25].